This data is from Forward reaction prediction with 1.9M reactions from USPTO patents (1976-2016). The task is: Predict the product of the given reaction. (1) Given the reactants [C:1]([O:5][C:6]([N:8]1[CH2:13][CH2:12][CH:11]([N:14]2[C:18]3=[N:19][CH:20]=[N:21][C:22](Cl)=[C:17]3[CH:16]=[N:15]2)[CH2:10][CH2:9]1)=[O:7])([CH3:4])([CH3:3])[CH3:2].[OH:24][C:25]1[CH:26]=[N:27][CH:28]=[CH:29][CH:30]=1.C(=O)([O-])[O-].[K+].[K+].ClCCl, predict the reaction product. The product is: [C:1]([O:5][C:6]([N:8]1[CH2:13][CH2:12][CH:11]([N:14]2[C:18]3=[N:19][CH:20]=[N:21][C:22]([O:24][C:25]4[CH:26]=[N:27][CH:28]=[CH:29][CH:30]=4)=[C:17]3[CH:16]=[N:15]2)[CH2:10][CH2:9]1)=[O:7])([CH3:4])([CH3:3])[CH3:2]. (2) Given the reactants [Cl:1][C:2]1[CH:3]=[CH:4][C:5]2[C:11](=[O:12])[C:10]3[CH:13]=[CH:14][CH:15]=[C:16]([OH:17])[C:9]=3[CH2:8][CH2:7][C:6]=2[CH:18]=1.Cl.Cl[CH2:21][CH2:22][N:23]1[CH2:28][CH2:27][O:26][CH2:25][CH2:24]1.C([O-])([O-])=O.[K+].[K+], predict the reaction product. The product is: [Cl:1][C:2]1[CH:3]=[CH:4][C:5]2[C:11](=[O:12])[C:10]3[CH:13]=[CH:14][CH:15]=[C:16]([O:17][CH2:21][CH2:22][N:23]4[CH2:28][CH2:27][O:26][CH2:25][CH2:24]4)[C:9]=3[CH2:8][CH2:7][C:6]=2[CH:18]=1.